From a dataset of Full USPTO retrosynthesis dataset with 1.9M reactions from patents (1976-2016). Predict the reactants needed to synthesize the given product. (1) Given the product [F:23][C:3]1[CH:4]=[C:5]([O:6][CH2:7][CH:8]2[CH2:13][CH2:12][N:11]([C:14]([O:16][C:17]([CH3:20])([CH3:19])[CH3:18])=[O:15])[CH2:10][CH2:9]2)[CH:21]=[CH:22][C:2]=1[C:28]1[CH:29]=[CH:30][C:25]([OH:24])=[CH:26][CH:27]=1, predict the reactants needed to synthesize it. The reactants are: Br[C:2]1[CH:22]=[CH:21][C:5]([O:6][CH2:7][CH:8]2[CH2:13][CH2:12][N:11]([C:14]([O:16][C:17]([CH3:20])([CH3:19])[CH3:18])=[O:15])[CH2:10][CH2:9]2)=[CH:4][C:3]=1[F:23].[OH:24][C:25]1[CH:30]=[CH:29][C:28](B(O)O)=[CH:27][CH:26]=1.C([O-])([O-])=O.[Na+].[Na+]. (2) The reactants are: OC1O[C@H](C)[C@H](O)C[C@H]1O.[C:11]([C:13]1[CH:18]=[CH:17][C:16]([OH:19])=[CH:15][CH:14]=1)#[N:12].C([O-])([O-])=O.[K+].[K+].[F:26][C:27]1[CH:28]=[C:29]([CH:32]=[CH:33][CH:34]=1)[CH2:30]Br. Given the product [F:26][C:27]1[CH:28]=[C:29]([CH:32]=[CH:33][CH:34]=1)[CH2:30][O:19][C:16]1[CH:17]=[CH:18][C:13]([C:11]#[N:12])=[CH:14][CH:15]=1, predict the reactants needed to synthesize it. (3) Given the product [CH3:21][O:20][C:18](=[O:19])[CH2:17][N:8]1[C:9](=[O:13])[CH2:10][CH2:11][CH2:12][C:6]2[CH:5]=[C:4]([N+:1]([O-:3])=[O:2])[CH:15]=[CH:14][C:7]1=2, predict the reactants needed to synthesize it. The reactants are: [N+:1]([C:4]1[CH:15]=[CH:14][C:7]2[NH:8][C:9](=[O:13])[CH2:10][CH2:11][CH2:12][C:6]=2[CH:5]=1)([O-:3])=[O:2].Br[CH2:17][C:18]([O:20][CH3:21])=[O:19].[H-].[Na+].